From a dataset of Full USPTO retrosynthesis dataset with 1.9M reactions from patents (1976-2016). Predict the reactants needed to synthesize the given product. Given the product [C:20]([NH2:22])(=[O:21])[C:19]1[CH:31]=[CH:32][CH:33]=[CH:17][CH:18]=1, predict the reactants needed to synthesize it. The reactants are: FC(F)(F)C1C=C(C=C(C(F)(F)F)C=1)N.N[C:17]1[CH:18]=[C:19]([CH:31]=[CH:32][C:33]=1OC)[C:20]([NH:22]C1C=CC(F)=C(F)C=1)=[O:21].